Predict the product of the given reaction. From a dataset of Forward reaction prediction with 1.9M reactions from USPTO patents (1976-2016). Given the reactants [OH-].[Na+].[Br:3][C:4]1[CH:12]=[CH:11][CH:10]=[C:9]2[C:5]=1[C:6]([CH3:13])=[CH:7][NH:8]2.[C:14]1([S:20](Cl)(=[O:22])=[O:21])[CH:19]=[CH:18][CH:17]=[CH:16][CH:15]=1, predict the reaction product. The product is: [Br:3][C:4]1[CH:12]=[CH:11][CH:10]=[C:9]2[C:5]=1[C:6]([CH3:13])=[CH:7][N:8]2[S:20]([C:14]1[CH:19]=[CH:18][CH:17]=[CH:16][CH:15]=1)(=[O:22])=[O:21].